Dataset: Catalyst prediction with 721,799 reactions and 888 catalyst types from USPTO. Task: Predict which catalyst facilitates the given reaction. (1) Reactant: [CH3:1][O:2][C:3]1[N:8]=[C:7]([O:9][CH3:10])[C:6]([NH2:11])=[CH:5][N:4]=1.C1N=CN([C:17](N2C=NC=C2)=[S:18])C=1.CCCCCC.C(OCC)(=O)C. Product: [N:11]([C:6]1[C:7]([O:9][CH3:10])=[N:8][C:3]([O:2][CH3:1])=[N:4][CH:5]=1)=[C:17]=[S:18]. The catalyst class is: 7. (2) Reactant: [N:1]1[CH:6]=[CH:5][CH:4]=[C:3]([CH2:7][CH2:8][CH2:9]O)[CH:2]=1.[N:11]1C=CC=C[CH:12]=1.CS(Cl)(=O)=O.[C-]#N.[Na+]. Product: [N:1]1[CH:6]=[CH:5][CH:4]=[C:3]([CH2:7][CH2:8][CH2:9][C:12]#[N:11])[CH:2]=1. The catalyst class is: 34. (3) Reactant: [C:1]([C:4]1[CH:11]=[C:10]([CH3:12])[C:7]([C:8]#[N:9])=[C:6]([I:13])[C:5]=1[OH:14])(=[O:3])[CH3:2].C(=O)([O-])[O-].[K+].[K+].[CH2:21](I)[CH3:22]. Product: [C:1]([C:4]1[CH:11]=[C:10]([CH3:12])[C:7]([C:8]#[N:9])=[C:6]([I:13])[C:5]=1[O:14][CH2:21][CH3:22])(=[O:3])[CH3:2]. The catalyst class is: 42. (4) Reactant: [Cl:1][C:2]1[CH:11]=[C:10]([C:12]#[C:13][C:14]([CH3:17])([CH3:16])[CH3:15])[CH:9]=[CH:8][C:3]=1[C:4]([O:6]C)=[O:5].[OH-].[Na+].C1COCC1. Product: [Cl:1][C:2]1[CH:11]=[C:10]([C:12]#[C:13][C:14]([CH3:17])([CH3:16])[CH3:15])[CH:9]=[CH:8][C:3]=1[C:4]([OH:6])=[O:5]. The catalyst class is: 5. (5) Reactant: [NH2:1][C:2]1[N:7]=[C:6]([N:8]2[C@H:13]([CH3:14])[CH2:12][CH2:11][C@H:10]([C:15](O)=[O:16])[CH2:9]2)[CH:5]=[C:4]([C:18]2[CH:23]=[CH:22][C:21]([C:24]#[N:25])=[C:20]([F:26])[CH:19]=2)[N:3]=1.CN(C(ON1N=NC2C=CC=NC1=2)=[N+](C)C)C.F[P-](F)(F)(F)(F)F.CCN(C(C)C)C(C)C.[CH3:60][O:61][C:62]1[CH:63]=[C:64]([CH2:68][NH2:69])[CH:65]=[CH:66][CH:67]=1. Product: [NH2:1][C:2]1[N:7]=[C:6]([N:8]2[C@H:13]([CH3:14])[CH2:12][CH2:11][C@H:10]([C:15]([NH:69][CH2:68][C:64]3[CH:65]=[CH:66][CH:67]=[C:62]([O:61][CH3:60])[CH:63]=3)=[O:16])[CH2:9]2)[CH:5]=[C:4]([C:18]2[CH:23]=[CH:22][C:21]([C:24]#[N:25])=[C:20]([F:26])[CH:19]=2)[N:3]=1. The catalyst class is: 31. (6) Product: [C:1]1([C:7]2([CH3:16])[CH2:12][N:11]([CH3:13])[C:10](=[O:14])[N:9]([CH2:37][C:38](=[O:39])[C:40]3[CH:41]=[N:42][CH:43]=[CH:44][CH:45]=3)[C:8]2=[O:15])[CH2:2][CH2:3][CH2:4][CH2:5][CH:6]=1.[CH:17]1([C:23]2([CH3:32])[CH2:28][N:27]([CH3:29])[C:26](=[O:30])[N:25]([CH2:37][C:38](=[O:39])[C:40]3[CH:41]=[N:42][CH:43]=[CH:44][CH:45]=3)[C:24]2=[O:31])[CH2:22][CH2:21][CH2:20][CH2:19][CH2:18]1. Reactant: [CH:1]1([C:7]2([CH3:16])[CH2:12][N:11]([CH3:13])[C:10](=[O:14])[NH:9][C:8]2=[O:15])[CH2:6][CH2:5][CH2:4][CH2:3][CH2:2]1.[C:17]1([C:23]2([CH3:32])[CH2:28][N:27]([CH3:29])[C:26](=[O:30])[NH:25][C:24]2=[O:31])[CH2:22][CH2:21][CH2:20][CH2:19][CH:18]=1.[H-].[Na+].Br.Br[CH2:37][C:38]([C:40]1[CH:41]=[N:42][CH:43]=[CH:44][CH:45]=1)=[O:39]. The catalyst class is: 3. (7) Reactant: [F:1][C:2]1[CH:7]=[CH:6][CH:5]=[C:4]([F:8])[C:3]=1[N:9]1[C:14]2[N:15]=[C:16]([NH:36][CH:37]3[CH2:42][CH2:41][N:40](C(OC(C)(C)C)=O)[CH2:39][CH2:38]3)[N:17]=[C:18]([C:19]3[CH:24]=[C:23]([C:25]([NH:27][CH2:28][C:29]4[CH:34]=[CH:33][CH:32]=[CH:31][CH:30]=4)=[O:26])[CH:22]=[CH:21][C:20]=3[CH3:35])[C:13]=2[CH2:12][NH:11][C:10]1=[O:50].FC(F)(F)C(O)=O. Product: [NH4+:9].[OH-:26].[F:1][C:2]1[CH:7]=[CH:6][CH:5]=[C:4]([F:8])[C:3]=1[N:9]1[C:14]2[N:15]=[C:16]([NH:36][CH:37]3[CH2:42][CH2:41][NH:40][CH2:39][CH2:38]3)[N:17]=[C:18]([C:19]3[CH:24]=[C:23]([CH:22]=[CH:21][C:20]=3[CH3:35])[C:25]([NH:27][CH2:28][C:29]3[CH:30]=[CH:31][CH:32]=[CH:33][CH:34]=3)=[O:26])[C:13]=2[CH2:12][NH:11][C:10]1=[O:50]. The catalyst class is: 2. (8) Reactant: [C:1]([O:5][C:6]([N:8]1[CH2:13][CH2:12][NH:11][CH:10]([CH3:14])[CH2:9]1)=[O:7])([CH3:4])([CH3:3])[CH3:2].C(=O)([O-])[O-].[Cs+].[Cs+].C1(P(C2C=CC=CC=2)C2C=CC3C(=CC=CC=3)C=2C2C3C(=CC=CC=3)C=CC=2P(C2C=CC=CC=2)C2C=CC=CC=2)C=CC=CC=1.FC(F)(F)S(O[C:73]1[CH:82]=[CH:81][CH:80]=[C:79]2[C:74]=1[CH:75]=[CH:76][C:77]([CH3:83])=[N:78]2)(=O)=O. Product: [C:1]([O:5][C:6]([N:8]1[CH2:13][CH2:12][N:11]([C:73]2[CH:82]=[CH:81][CH:80]=[C:79]3[C:74]=2[CH:75]=[CH:76][C:77]([CH3:83])=[N:78]3)[CH:10]([CH3:14])[CH2:9]1)=[O:7])([CH3:4])([CH3:2])[CH3:3]. The catalyst class is: 164.